From a dataset of NCI-60 drug combinations with 297,098 pairs across 59 cell lines. Regression. Given two drug SMILES strings and cell line genomic features, predict the synergy score measuring deviation from expected non-interaction effect. (1) Drug 1: COC1=CC(=CC(=C1O)OC)C2C3C(COC3=O)C(C4=CC5=C(C=C24)OCO5)OC6C(C(C7C(O6)COC(O7)C8=CC=CS8)O)O. Drug 2: CC12CCC3C(C1CCC2O)C(CC4=C3C=CC(=C4)O)CCCCCCCCCS(=O)CCCC(C(F)(F)F)(F)F. Cell line: SR. Synergy scores: CSS=54.9, Synergy_ZIP=-1.05, Synergy_Bliss=-2.79, Synergy_Loewe=-24.2, Synergy_HSA=-3.22. (2) Drug 1: CC12CCC(CC1=CCC3C2CCC4(C3CC=C4C5=CN=CC=C5)C)O. Drug 2: COC1=CC(=CC(=C1O)OC)C2C3C(COC3=O)C(C4=CC5=C(C=C24)OCO5)OC6C(C(C7C(O6)COC(O7)C8=CC=CS8)O)O. Cell line: SF-539. Synergy scores: CSS=45.6, Synergy_ZIP=-2.12, Synergy_Bliss=-1.28, Synergy_Loewe=-16.6, Synergy_HSA=0.545. (3) Drug 1: CC1C(C(=O)NC(C(=O)N2CCCC2C(=O)N(CC(=O)N(C(C(=O)O1)C(C)C)C)C)C(C)C)NC(=O)C3=C4C(=C(C=C3)C)OC5=C(C(=O)C(=C(C5=N4)C(=O)NC6C(OC(=O)C(N(C(=O)CN(C(=O)C7CCCN7C(=O)C(NC6=O)C(C)C)C)C)C(C)C)C)N)C. Drug 2: C1C(C(OC1N2C=NC3=C(N=C(N=C32)Cl)N)CO)O. Cell line: SK-MEL-28. Synergy scores: CSS=17.6, Synergy_ZIP=-6.80, Synergy_Bliss=-4.66, Synergy_Loewe=-2.61, Synergy_HSA=-2.10. (4) Drug 2: C1CC(=O)NC(=O)C1N2C(=O)C3=CC=CC=C3C2=O. Cell line: SW-620. Synergy scores: CSS=-3.29, Synergy_ZIP=1.73, Synergy_Bliss=0.349, Synergy_Loewe=-5.03, Synergy_HSA=-5.03. Drug 1: CC12CCC3C(C1CCC2O)C(CC4=C3C=CC(=C4)O)CCCCCCCCCS(=O)CCCC(C(F)(F)F)(F)F. (5) Drug 1: CC1C(C(=O)NC(C(=O)N2CCCC2C(=O)N(CC(=O)N(C(C(=O)O1)C(C)C)C)C)C(C)C)NC(=O)C3=C4C(=C(C=C3)C)OC5=C(C(=O)C(=C(C5=N4)C(=O)NC6C(OC(=O)C(N(C(=O)CN(C(=O)C7CCCN7C(=O)C(NC6=O)C(C)C)C)C)C(C)C)C)N)C. Drug 2: CS(=O)(=O)CCNCC1=CC=C(O1)C2=CC3=C(C=C2)N=CN=C3NC4=CC(=C(C=C4)OCC5=CC(=CC=C5)F)Cl. Cell line: ACHN. Synergy scores: CSS=38.0, Synergy_ZIP=5.00, Synergy_Bliss=7.61, Synergy_Loewe=5.69, Synergy_HSA=5.71. (6) Drug 2: C(CCl)NC(=O)N(CCCl)N=O. Cell line: RPMI-8226. Synergy scores: CSS=36.7, Synergy_ZIP=-9.96, Synergy_Bliss=3.50, Synergy_Loewe=-1.54, Synergy_HSA=1.92. Drug 1: C1=CC(=CC=C1CC(C(=O)O)N)N(CCCl)CCCl.Cl. (7) Drug 1: CCC1(CC2CC(C3=C(CCN(C2)C1)C4=CC=CC=C4N3)(C5=C(C=C6C(=C5)C78CCN9C7C(C=CC9)(C(C(C8N6C)(C(=O)OC)O)OC(=O)C)CC)OC)C(=O)OC)O.OS(=O)(=O)O. Drug 2: C1=CC=C(C(=C1)C(C2=CC=C(C=C2)Cl)C(Cl)Cl)Cl. Cell line: NCI-H322M. Synergy scores: CSS=-2.25, Synergy_ZIP=1.07, Synergy_Bliss=0.495, Synergy_Loewe=-1.28, Synergy_HSA=-1.75.